This data is from Forward reaction prediction with 1.9M reactions from USPTO patents (1976-2016). The task is: Predict the product of the given reaction. (1) The product is: [NH:10]1[C:11]2[C:16](=[CH:15][CH:14]=[CH:13][CH:12]=2)[CH:8]=[CH:9]1. Given the reactants N1C=CC=CC=1C[C:8]1[C:16]2[C:11](=[CH:12][CH:13]=[CH:14][CH:15]=2)[NH:10][CH:9]=1.OC1(CC2C=CC=CN=2)C2C(=CC=CC=2)NC1=O.CO, predict the reaction product. (2) Given the reactants NS(N)(=O)=O.Cl[CH2:7][CH2:8][CH2:9][S:10]([N:13]1[CH2:18][CH2:17][CH:16]([C:19]2[C:27]3[C:22](=[C:23]([C:33]([NH2:35])=[O:34])[CH:24]=[C:25]([C:28]4[CH:32]=[CH:31][S:30][CH:29]=4)[CH:26]=3)[NH:21][CH:20]=2)[CH2:15][CH2:14]1)(=[O:12])=[O:11].[CH3:36][N:37]1[CH2:42][CH2:41][NH:40][CH2:39][CH2:38]1.C([O-])([O-])=O.[K+].[K+], predict the reaction product. The product is: [CH3:36][N:37]1[CH2:42][CH2:41][N:40]([CH2:7][CH2:8][CH2:9][S:10]([N:13]2[CH2:18][CH2:17][CH:16]([C:19]3[C:27]4[C:22](=[C:23]([C:33]([NH2:35])=[O:34])[CH:24]=[C:25]([C:28]5[CH:32]=[CH:31][S:30][CH:29]=5)[CH:26]=4)[NH:21][CH:20]=3)[CH2:15][CH2:14]2)(=[O:12])=[O:11])[CH2:39][CH2:38]1. (3) Given the reactants [CH3:1][O:2][C:3]1[CH:4]=[C:5]2[C:10](=[CH:11][CH:12]=1)[N:9]=[CH:8][CH:7]=[C:6]2[OH:13].[Cl:14]N1C(=O)CCC1=O, predict the reaction product. The product is: [Cl:14][C:7]1[CH:8]=[N:9][C:10]2[C:5]([C:6]=1[OH:13])=[CH:4][C:3]([O:2][CH3:1])=[CH:12][CH:11]=2. (4) Given the reactants C[O-].[Na+].C(O)(=O)CCCCCC(C)(C)C.[CH2:16]([CH:18]([CH2:22][CH2:23][CH2:24][CH3:25])[C:19]([OH:21])=[O:20])[CH3:17].[Cl-].[Zn+2:27].[Cl-].C([O-])(=O)CCCCCC(C)(C)C.[Zn+2].C([O-])(=O)CCCCCC(C)(C)C.C1C=C2[C:57]([CH:58]=[C:59]([C:64]([O-:66])=[O:65])[CH:60]=[CH:61]2)=[CH:56][CH:55]=1.C1C=C2[C:57]([CH:58]=[C:59]([C:64]([O-:66])=[O:65])[CH:60]=[CH:61]2)=[CH:56][CH:55]=1.[Zn+2], predict the reaction product. The product is: [CH2:16]([CH:18]([CH2:22][CH2:23][CH2:24][CH3:25])[C:19]([O-:21])=[O:20])[CH3:17].[Zn+2:27].[CH2:60]([CH:59]([CH2:58][CH2:57][CH2:56][CH3:55])[C:64]([O-:66])=[O:65])[CH3:61]. (5) Given the reactants [Br:1]Br.O.ClCCl.[Cl:7][C:8]1[C:13]([Cl:14])=[CH:12][CH:11]=[CH:10][C:9]=1[OH:15], predict the reaction product. The product is: [Br:1][C:12]1[CH:11]=[CH:10][C:9]([OH:15])=[C:8]([Cl:7])[C:13]=1[Cl:14]. (6) Given the reactants [OH:1][CH:2]([CH2:39][OH:40])[CH2:3][O:4][C:5]1[CH:10]=[CH:9][C:8]([C:11]2[C:15]3[CH:16]=[C:17]([CH2:20][O:21][C:22]4[N:27]=[CH:26][C:25]([CH:28]([C:35]#[C:36][CH3:37])[CH2:29][C:30]([O:32]CC)=[O:31])=[CH:24][CH:23]=4)[CH:18]=[CH:19][C:14]=3[S:13][CH:12]=2)=[C:7]([CH3:38])[CH:6]=1.[Li+].[OH-].Cl, predict the reaction product. The product is: [OH:1][CH:2]([CH2:39][OH:40])[CH2:3][O:4][C:5]1[CH:10]=[CH:9][C:8]([C:11]2[C:15]3[CH:16]=[C:17]([CH2:20][O:21][C:22]4[N:27]=[CH:26][C:25]([CH:28]([C:35]#[C:36][CH3:37])[CH2:29][C:30]([OH:32])=[O:31])=[CH:24][CH:23]=4)[CH:18]=[CH:19][C:14]=3[S:13][CH:12]=2)=[C:7]([CH3:38])[CH:6]=1. (7) Given the reactants [CH2:1]([C:8]1[C:19](=[O:20])[N:18]([CH:21]2[CH2:25][CH2:24][CH2:23][CH2:22]2)[C:11]2[N:12]=[C:13]([S:16][CH3:17])[N:14]=[CH:15][C:10]=2[CH:9]=1)[C:2]1[CH:7]=[CH:6][CH:5]=[CH:4][CH:3]=1.CC[O:28]C(C)=O.C(Cl)Cl, predict the reaction product. The product is: [CH2:1]([C:8]1[C:19](=[O:20])[N:18]([CH:21]2[CH2:25][CH2:24][CH2:23][CH2:22]2)[C:11]2[N:12]=[C:13]([S:16]([CH3:17])=[O:28])[N:14]=[CH:15][C:10]=2[CH:9]=1)[C:2]1[CH:3]=[CH:4][CH:5]=[CH:6][CH:7]=1.